Dataset: Catalyst prediction with 721,799 reactions and 888 catalyst types from USPTO. Task: Predict which catalyst facilitates the given reaction. Reactant: [Si](Cl)(C)(C)C.[CH3:6][O:7][C:8]1[CH:9]=[C:10]([C@H:14]([OH:17])[CH2:15]O)[CH:11]=[CH:12][CH:13]=1.CC(OC)(OC)OC.C(=O)([O-])[O-].[K+].[K+]. Product: [CH3:6][O:7][C:8]1[CH:9]=[C:10]([C@H:14]2[CH2:15][O:17]2)[CH:11]=[CH:12][CH:13]=1. The catalyst class is: 4.